This data is from Full USPTO retrosynthesis dataset with 1.9M reactions from patents (1976-2016). The task is: Predict the reactants needed to synthesize the given product. Given the product [NH2:10][C@@:11]1([C:35]([OH:37])=[O:36])[C@H:16]([CH2:17][S:18][C:19]2[CH:24]=[CH:23][C:22]([F:25])=[C:21]([F:26])[CH:20]=2)[C@@H:15]([OH:27])[C@@H:14]2[C@H:12]1[C@H:13]2[C:28]([OH:30])=[O:29], predict the reactants needed to synthesize it. The reactants are: O.Cl.C(OC([NH:10][C@@:11]1([C:35]([O:37]C(C)(C)C)=[O:36])[C@H:16]([CH2:17][S:18][C:19]2[CH:24]=[CH:23][C:22]([F:25])=[C:21]([F:26])[CH:20]=2)[C@@H:15]([OH:27])[C@@H:14]2[C@H:12]1[C@H:13]2[C:28]([O:30]C(C)(C)C)=[O:29])=O)(C)(C)C.[OH-].[Na+].